Predict the reactants needed to synthesize the given product. From a dataset of Full USPTO retrosynthesis dataset with 1.9M reactions from patents (1976-2016). Given the product [O:11]=[C:9]1[NH:8][C:5]2=[N:6][CH:7]=[C:2]([C:26]3[CH:25]=[C:24]([NH:28][C:29](=[O:34])[CH:30]=[CH2:31])[CH:23]=[CH:22][CH:27]=3)[CH:3]=[C:4]2[CH2:10]1, predict the reactants needed to synthesize it. The reactants are: Br[C:2]1[CH:3]=[C:4]2[CH2:10][C:9](=[O:11])[NH:8][C:5]2=[N:6][CH:7]=1.CC1C2C(=NC=C([C:22]3[CH:23]=[C:24]([NH:28][C:29](=[O:34])[C:30]#[C:31]CC)[CH:25]=[CH:26][CH:27]=3)C=2)NC=1.C(=O)([O-])[O-].[Na+].[Na+].[Cl-].[Li+].